Dataset: Catalyst prediction with 721,799 reactions and 888 catalyst types from USPTO. Task: Predict which catalyst facilitates the given reaction. (1) Reactant: [C:1]([C:3]1[CH:12]=[CH:11][C:10]2[C:5](=[CH:6][CH:7]=[C:8]([CH2:13][C:14]3[CH:15]=[C:16]([CH:20]=[CH:21][N:22]=3)[C:17]([OH:19])=O)[CH:9]=2)[N:4]=1)#[N:2].[NH2:23][CH2:24][C:25]1[CH:26]=[C:27]2[C:32](=[CH:33][CH:34]=1)[C:31]([NH2:35])=[N:30][CH:29]=[CH:28]2.CCN=C=NCCCN(C)C.C1C=CC2N(O)N=NC=2C=1. Product: [NH2:35][C:31]1[C:32]2[C:27](=[CH:26][C:25]([CH2:24][NH:23][C:17](=[O:19])[C:16]3[CH:20]=[CH:21][N:22]=[C:14]([CH2:13][C:8]4[CH:9]=[C:10]5[C:5](=[CH:6][CH:7]=4)[N:4]=[C:3]([C:1]#[N:2])[CH:12]=[CH:11]5)[CH:15]=3)=[CH:34][CH:33]=2)[CH:28]=[CH:29][N:30]=1. The catalyst class is: 18. (2) Reactant: [Br:1][C:2]1[CH:3]=[C:4]2[C:9](=[N:10][CH:11]=1)[NH:8][C:7](=O)[CH2:6][CH2:5]2.[BH4-].[Na+]. Product: [Br:1][C:2]1[CH:3]=[C:4]2[C:9](=[N:10][CH:11]=1)[NH:8][CH2:7][CH2:6][CH2:5]2. The catalyst class is: 1. (3) Reactant: [I-].C1([P+](C2C=CC=CC=2)(C2C=CC=CC=2)[CH2:9][CH2:10][CH2:11][CH2:12][C:13]2[CH:18]=[CH:17][CH:16]=[CH:15][CH:14]=2)C=CC=CC=1.CN(P(N(C)C)(N(C)C)=O)C.[Li]CCCC.O=[C:48]1[CH2:53][CH2:52][N:51]([C:54]([O:56][C:57]([CH3:60])([CH3:59])[CH3:58])=[O:55])[CH2:50][CH2:49]1. The catalyst class is: 1. Product: [C:57]([O:56][C:54]([N:51]1[CH2:52][CH2:53][C:48](=[CH:9][CH2:10][CH2:11][CH2:12][C:13]2[CH:14]=[CH:15][CH:16]=[CH:17][CH:18]=2)[CH2:49][CH2:50]1)=[O:55])([CH3:60])([CH3:58])[CH3:59]. (4) Reactant: [Br:1][C:2]1[CH:3]=[C:4]2[C@:10]3([CH2:23][C:13]4=[N:14][CH:15]=[C:16]([C:18]([O:20][CH2:21][CH3:22])=[O:19])[CH:17]=[C:12]4[CH2:11]3)[C:9](=[O:24])[NH:8][C:5]2=[N:6][CH:7]=1.C(N(CC)CC)C.[CH3:32][Si:33]([CH3:40])([CH3:39])[CH2:34][CH2:35][O:36][CH2:37]Cl.C(=O)(O)[O-].[Na+]. Product: [Br:1][C:2]1[CH:3]=[C:4]2[C@:10]3([CH2:23][C:13]4=[N:14][CH:15]=[C:16]([C:18]([O:20][CH2:21][CH3:22])=[O:19])[CH:17]=[C:12]4[CH2:11]3)[C:9](=[O:24])[N:8]([CH2:37][O:36][CH2:35][CH2:34][Si:33]([CH3:40])([CH3:39])[CH3:32])[C:5]2=[N:6][CH:7]=1. The catalyst class is: 1.